From a dataset of Catalyst prediction with 721,799 reactions and 888 catalyst types from USPTO. Predict which catalyst facilitates the given reaction. (1) Reactant: C[O:2][C:3](=[O:24])[C@@H:4]([C@H:14]([OH:23])[C:15]([N:17]1[CH2:22][CH2:21][O:20][CH2:19][CH2:18]1)=[O:16])[CH2:5][CH2:6][CH2:7][C:8]1[CH:13]=[CH:12][CH:11]=[CH:10][CH:9]=1.O[Li].O. Product: [OH:23][C@@H:14]([C@@H:4]([CH2:5][CH2:6][CH2:7][C:8]1[CH:9]=[CH:10][CH:11]=[CH:12][CH:13]=1)[C:3]([OH:24])=[O:2])[C:15]([N:17]1[CH2:22][CH2:21][O:20][CH2:19][CH2:18]1)=[O:16]. The catalyst class is: 90. (2) Reactant: [CH2:1]([O:3][C:4](=[O:18])[C:5]1[CH:10]=[CH:9][C:8](/[CH:11]=[CH:12]/[C:13]2[O:14][CH:15]=[CH:16][CH:17]=2)=[CH:7][CH:6]=1)[CH3:2]. Product: [CH2:1]([O:3][C:4](=[O:18])[C:5]1[CH:10]=[CH:9][C:8]([CH2:11][CH2:12][CH:13]2[CH2:17][CH2:16][CH2:15][O:14]2)=[CH:7][CH:6]=1)[CH3:2]. The catalyst class is: 481. (3) Reactant: FC(F)(F)C(O)=O.C(OC(=O)[NH:14][CH2:15][C:16]1[O:20][N:19]=[C:18]([C:21]2[CH:26]=[CH:25][N:24]=[CH:23][CH:22]=2)[N:17]=1)(C)(C)C. Product: [N:24]1[CH:23]=[CH:22][C:21]([C:18]2[N:17]=[C:16]([CH2:15][NH2:14])[O:20][N:19]=2)=[CH:26][CH:25]=1. The catalyst class is: 2. (4) Reactant: C(O)(C(F)(F)F)=O.[F:8][C:9]1([F:28])[CH2:13][CH2:12][N:11]([CH2:14][CH:15]2[CH2:20][CH2:19][N:18](C(OC(C)(C)C)=O)[CH2:17][CH2:16]2)[CH2:10]1. Product: [F:28][C:9]1([F:8])[CH2:13][CH2:12][N:11]([CH2:14][CH:15]2[CH2:20][CH2:19][NH:18][CH2:17][CH2:16]2)[CH2:10]1. The catalyst class is: 2. (5) Reactant: C(OC([NH:8][C:9]1[S:10][C:11]([F:19])=[C:12](CN(OC)C)[N:13]=1)=O)(C)(C)C.[ClH:20]. Product: [ClH:20].[ClH:20].[NH2:8][C:9]1[S:10][C:11]([F:19])=[CH:12][N:13]=1. The catalyst class is: 12. (6) Reactant: [CH2:1]([N:8]1[CH:17]=[C:16]([CH:18]=O)[C:15]2[C:10](=[CH:11][CH:12]=[CH:13][CH:14]=2)[C:9]1=[O:20])[C:2]1[CH:7]=[CH:6][CH:5]=[CH:4][CH:3]=1.[Cl:21][C:22]1[CH:23]=[C:24]2[C:28](=[CH:29][CH:30]=1)[N:27]([CH2:31][C:32]([O:34][CH3:35])=[O:33])[C:26]([CH3:36])=[CH:25]2.C([SiH](CC)CC)C.FC(F)(F)C(O)=O. Product: [CH2:1]([N:8]1[CH:17]=[C:16]([CH2:18][C:25]2[C:24]3[C:28](=[CH:29][CH:30]=[C:22]([Cl:21])[CH:23]=3)[N:27]([CH2:31][C:32]([O:34][CH3:35])=[O:33])[C:26]=2[CH3:36])[C:15]2[C:10](=[CH:11][CH:12]=[CH:13][CH:14]=2)[C:9]1=[O:20])[C:2]1[CH:3]=[CH:4][CH:5]=[CH:6][CH:7]=1. The catalyst class is: 2. (7) Reactant: [F:1][C:2]1[CH:7]=[CH:6][C:5]([CH2:8][C:9]#[N:10])=[CH:4][CH:3]=1.[C:11](=O)([O:15]CC)[O:12][CH2:13][CH3:14].[O-]CC.[Na+]. Product: [C:9]([CH:8]([C:5]1[CH:6]=[CH:7][C:2]([F:1])=[CH:3][CH:4]=1)[C:11]([O:12][CH2:13][CH3:14])=[O:15])#[N:10]. The catalyst class is: 11. (8) Reactant: [CH3:1][C:2]([O-:5])(C)[CH3:3].[K+].O[C:8]1[CH:17]=[CH:16]C=[C:14]2[C:9]=1[CH2:10][CH2:11][CH2:12]C2=O. Product: [CH2:14]=[C:9]1[CH2:10][CH2:11][CH2:12][C:3]2[C:2]([OH:5])=[CH:1][CH:16]=[CH:17][C:8]1=2. The catalyst class is: 28. (9) Reactant: Cl.[NH2:2][CH2:3][C:4]1[CH:13]=[CH:12][CH:11]=[C:10]2[C:5]=1[C:6](=[O:23])[N:7]([CH:15]1[CH2:20][CH2:19][C:18](=[O:21])[NH:17][C:16]1=[O:22])[C:8]([CH3:14])=[N:9]2.[C:24](Cl)(=[O:28])[CH2:25][CH2:26][CH3:27].C(N(CC)C(C)C)(C)C. Product: [O:22]=[C:16]1[CH:15]([N:7]2[C:6](=[O:23])[C:5]3[C:10](=[CH:11][CH:12]=[CH:13][C:4]=3[CH2:3][NH:2][C:24](=[O:28])[CH2:25][CH2:26][CH3:27])[N:9]=[C:8]2[CH3:14])[CH2:20][CH2:19][C:18](=[O:21])[NH:17]1. The catalyst class is: 10.